From a dataset of Catalyst prediction with 721,799 reactions and 888 catalyst types from USPTO. Predict which catalyst facilitates the given reaction. Reactant: Cl.[NH:2]1[CH2:5][CH:4]([NH:6][C:7]2[C:16]3[C:11](=[CH:12][CH:13]=[CH:14][CH:15]=3)[N:10]([CH2:17][CH2:18][O:19][CH2:20][CH3:21])[C:9](=[O:22])[C:8]=2[C:23]#[N:24])[CH2:3]1.[C:25](Cl)(=[O:28])[CH:26]=[CH2:27].C(NC(C)C)(C)C. Product: [C:25]([N:2]1[CH2:5][CH:4]([NH:6][C:7]2[C:16]3[C:11](=[CH:12][CH:13]=[CH:14][CH:15]=3)[N:10]([CH2:17][CH2:18][O:19][CH2:20][CH3:21])[C:9](=[O:22])[C:8]=2[C:23]#[N:24])[CH2:3]1)(=[O:28])[CH:26]=[CH2:27]. The catalyst class is: 4.